Dataset: NCI-60 drug combinations with 297,098 pairs across 59 cell lines. Task: Regression. Given two drug SMILES strings and cell line genomic features, predict the synergy score measuring deviation from expected non-interaction effect. (1) Drug 1: COC1=C(C=C2C(=C1)N=CN=C2NC3=CC(=C(C=C3)F)Cl)OCCCN4CCOCC4. Drug 2: C1CN(P(=O)(OC1)NCCCl)CCCl. Cell line: NCI-H322M. Synergy scores: CSS=46.9, Synergy_ZIP=4.87, Synergy_Bliss=5.25, Synergy_Loewe=-14.2, Synergy_HSA=5.05. (2) Drug 1: C1=NC2=C(N=C(N=C2N1C3C(C(C(O3)CO)O)F)Cl)N. Drug 2: C1CN1C2=NC(=NC(=N2)N3CC3)N4CC4. Cell line: SR. Synergy scores: CSS=55.7, Synergy_ZIP=1.07, Synergy_Bliss=-0.664, Synergy_Loewe=-10.3, Synergy_HSA=-3.12. (3) Drug 1: CC1=C(C=C(C=C1)NC(=O)C2=CC=C(C=C2)CN3CCN(CC3)C)NC4=NC=CC(=N4)C5=CN=CC=C5. Drug 2: CC1CCC2CC(C(=CC=CC=CC(CC(C(=O)C(C(C(=CC(C(=O)CC(OC(=O)C3CCCCN3C(=O)C(=O)C1(O2)O)C(C)CC4CCC(C(C4)OC)O)C)C)O)OC)C)C)C)OC. Cell line: MCF7. Synergy scores: CSS=-2.63, Synergy_ZIP=2.53, Synergy_Bliss=1.06, Synergy_Loewe=-3.38, Synergy_HSA=-4.39. (4) Drug 1: CC1=C(C=C(C=C1)NC(=O)C2=CC=C(C=C2)CN3CCN(CC3)C)NC4=NC=CC(=N4)C5=CN=CC=C5. Drug 2: CCCCC(=O)OCC(=O)C1(CC(C2=C(C1)C(=C3C(=C2O)C(=O)C4=C(C3=O)C=CC=C4OC)O)OC5CC(C(C(O5)C)O)NC(=O)C(F)(F)F)O. Cell line: BT-549. Synergy scores: CSS=41.3, Synergy_ZIP=4.38, Synergy_Bliss=3.71, Synergy_Loewe=-19.3, Synergy_HSA=0.684. (5) Drug 1: CN(CC1=CN=C2C(=N1)C(=NC(=N2)N)N)C3=CC=C(C=C3)C(=O)NC(CCC(=O)O)C(=O)O. Drug 2: CN(CCCl)CCCl.Cl. Synergy scores: CSS=54.2, Synergy_ZIP=-1.07, Synergy_Bliss=-1.14, Synergy_Loewe=-4.18, Synergy_HSA=0.257. Cell line: HL-60(TB). (6) Drug 1: CC1C(C(CC(O1)OC2CC(CC3=C2C(=C4C(=C3O)C(=O)C5=C(C4=O)C(=CC=C5)OC)O)(C(=O)C)O)N)O.Cl. Drug 2: CCC1(CC2CC(C3=C(CCN(C2)C1)C4=CC=CC=C4N3)(C5=C(C=C6C(=C5)C78CCN9C7C(C=CC9)(C(C(C8N6C=O)(C(=O)OC)O)OC(=O)C)CC)OC)C(=O)OC)O.OS(=O)(=O)O. Cell line: NCI-H322M. Synergy scores: CSS=15.2, Synergy_ZIP=2.11, Synergy_Bliss=7.83, Synergy_Loewe=3.88, Synergy_HSA=4.75. (7) Drug 1: CC12CCC(CC1=CCC3C2CCC4(C3CC=C4C5=CN=CC=C5)C)O. Drug 2: CN1C2=C(C=C(C=C2)N(CCCl)CCCl)N=C1CCCC(=O)O.Cl. Cell line: NCI/ADR-RES. Synergy scores: CSS=23.0, Synergy_ZIP=-0.870, Synergy_Bliss=8.47, Synergy_Loewe=2.73, Synergy_HSA=7.20.